From a dataset of Reaction yield outcomes from USPTO patents with 853,638 reactions. Predict the reaction yield, written as a fraction of the theoretical maximum amount of product (1.0 means a 100% yield; for example, 0.34 means a 34% yield). The reactants are [CH2:1]([N:3]1[C:7]([C:8]([OH:10])=O)=[CH:6][CH:5]=[N:4]1)[CH3:2].O1CCCC1.C(Cl)(=O)C(Cl)=O.[NH2:22][C:23]1[CH:24]=[C:25]([CH:42]=[CH:43][C:44]=1[CH3:45])[O:26][C:27]1[CH:28]=[CH:29][C:30]2[N:31]([CH:33]=[C:34]([NH:36][C:37]([CH:39]3[CH2:41][CH2:40]3)=[O:38])[N:35]=2)[N:32]=1. The catalyst is CN(C)C=O.CN(C)C(=O)C. The product is [CH:39]1([C:37]([NH:36][C:34]2[N:35]=[C:30]3[CH:29]=[CH:28][C:27]([O:26][C:25]4[CH:42]=[CH:43][C:44]([CH3:45])=[C:23]([NH:22][C:8]([C:7]5[N:3]([CH2:1][CH3:2])[N:4]=[CH:5][CH:6]=5)=[O:10])[CH:24]=4)=[N:32][N:31]3[CH:33]=2)=[O:38])[CH2:40][CH2:41]1. The yield is 0.750.